From a dataset of Forward reaction prediction with 1.9M reactions from USPTO patents (1976-2016). Predict the product of the given reaction. (1) Given the reactants [F:1][C:2]1[CH:29]=[CH:28][CH:27]=[C:26]([F:30])[C:3]=1[C:4]([NH:6][C:7](=[O:25])[N:8]([C:10]1[CH:15]=[CH:14][C:13]([S:16][C:17]([F:23])([F:22])[C:18]([F:21])([F:20])[F:19])=[CH:12][C:11]=1[F:24])[CH3:9])=[O:5].[CH3:31]I.[H-].[Na+].[Cl-].[NH4+], predict the reaction product. The product is: [F:1][C:2]1[CH:29]=[CH:28][CH:27]=[C:26]([F:30])[C:3]=1[C:4]([N:6]([CH3:31])[C:7]([N:8]([C:10]1[CH:15]=[CH:14][C:13]([S:16][C:17]([F:22])([F:23])[C:18]([F:20])([F:21])[F:19])=[CH:12][C:11]=1[F:24])[CH3:9])=[O:25])=[O:5]. (2) Given the reactants [C:1]([C:5]1[CH:10]=[CH:9][C:8]([S:11]([NH:14][C:15]2[C:16]3[CH:27]=[CH:26][CH:25]=[CH:24][C:17]=3[S:18][C:19]=2[C:20]([O:22]C)=[O:21])(=[O:13])=[O:12])=[CH:7][CH:6]=1)([CH3:4])([CH3:3])[CH3:2].[OH-].[Na+].C(#N)C.Cl, predict the reaction product. The product is: [C:1]([C:5]1[CH:10]=[CH:9][C:8]([S:11]([NH:14][C:15]2[C:16]3[CH:27]=[CH:26][CH:25]=[CH:24][C:17]=3[S:18][C:19]=2[C:20]([OH:22])=[O:21])(=[O:13])=[O:12])=[CH:7][CH:6]=1)([CH3:4])([CH3:2])[CH3:3].